This data is from Full USPTO retrosynthesis dataset with 1.9M reactions from patents (1976-2016). The task is: Predict the reactants needed to synthesize the given product. (1) Given the product [OH:2][CH2:3][C:5]1[CH:6]=[CH:7][C:8]2[O:13][CH2:12][C:11](=[O:14])[NH:10][C:9]=2[CH:15]=1, predict the reactants needed to synthesize it. The reactants are: C[O:2][C:3]([C:5]1[CH:6]=[CH:7][C:8]2[O:13][CH2:12][C:11](=[O:14])[NH:10][C:9]=2[CH:15]=1)=O.CC(C[AlH]CC(C)C)C. (2) Given the product [OH:53][C@H:52]([CH2:51][O:50][C:47]1[CH:48]=[CH:49][C:44]([OH:43])=[CH:45][CH:46]=1)[CH2:54][NH:1][CH2:2][CH2:3][C:4]1[CH:5]=[CH:6][C:7]([NH:8][C:9]2[C:14]([NH:15][C:16](=[O:23])[C:17]3[CH:18]=[CH:19][CH:20]=[CH:21][CH:22]=3)=[CH:13][CH:12]=[CH:11][N:10]=2)=[CH:24][CH:25]=1, predict the reactants needed to synthesize it. The reactants are: [NH2:1][CH2:2][CH2:3][C:4]1[CH:25]=[CH:24][C:7]([NH:8][C:9]2[C:14]([NH:15][C:16](=[O:23])[C:17]3[CH:22]=[CH:21][CH:20]=[CH:19][CH:18]=3)=[CH:13][CH:12]=[CH:11][N:10]=2)=[CH:6][CH:5]=1.C([Si]([O:43][C:44]1[CH:49]=[CH:48][C:47]([O:50][CH2:51][CH:52]2[CH2:54][O:53]2)=[CH:46][CH:45]=1)(C1C=CC=CC=1)C1C=CC=CC=1)(C)(C)C.